From a dataset of Catalyst prediction with 721,799 reactions and 888 catalyst types from USPTO. Predict which catalyst facilitates the given reaction. (1) Reactant: [CH3:1][O:2][C:3]1[CH:8]=[CH:7][C:6]([C:9](=O)[CH2:10][C:11]([O:13][CH2:14][CH3:15])=[O:12])=[CH:5][CH:4]=1.[CH3:17][O:18][NH2:19].Cl. Product: [CH3:17][O:18][N:19]=[C:9]([C:6]1[CH:7]=[CH:8][C:3]([O:2][CH3:1])=[CH:4][CH:5]=1)[CH2:10][C:11]([O:13][CH2:14][CH3:15])=[O:12]. The catalyst class is: 8. (2) Reactant: C([O:5][P:6]([CH2:18][CH:19]([CH2:27][CH2:28][C:29]([O:31]C(C)(C)C)=[O:30])[C:20]([O:22]C(C)(C)C)=[O:21])([CH2:8][NH:9][C:10]([C:12]1[CH:17]=[CH:16][CH:15]=[CH:14][CH:13]=1)=[O:11])=[O:7])(C)(C)C.FC(F)(F)C(O)=O. Product: [C:12]1([C:10]([NH:9][CH2:8][P:6]([CH2:18][CH:19]([CH2:27][CH2:28][C:29]([OH:31])=[O:30])[C:20]([OH:22])=[O:21])([OH:7])=[O:5])=[O:11])[CH:17]=[CH:16][CH:15]=[CH:14][CH:13]=1. The catalyst class is: 4. (3) Reactant: Br[CH2:2][C:3]1([CH2:17]Br)[CH2:6][N:5]([S:7]([C:10]2[CH:15]=[CH:14][C:13]([CH3:16])=[CH:12][CH:11]=2)(=[O:9])=[O:8])[CH2:4]1.[CH2:19]([NH2:26])[C:20]1[CH:25]=[CH:24][CH:23]=[CH:22][CH:21]=1.CCN(C(C)C)C(C)C. Product: [CH2:19]([N:26]1[CH2:17][C:3]2([CH2:6][N:5]([S:7]([C:10]3[CH:15]=[CH:14][C:13]([CH3:16])=[CH:12][CH:11]=3)(=[O:9])=[O:8])[CH2:4]2)[CH2:2]1)[C:20]1[CH:25]=[CH:24][CH:23]=[CH:22][CH:21]=1. The catalyst class is: 23. (4) Reactant: [C-:1]#[N:2].[Na+].[Cl:4][C:5]1[CH:10]=[CH:9][C:8]([NH:11][C:12]2[CH:17]=[C:16]([F:18])[N:15]=[C:14](F)[N:13]=2)=[CH:7][CH:6]=1. Product: [Cl:4][C:5]1[CH:10]=[CH:9][C:8]([NH:11][C:12]2[CH:17]=[C:16]([F:18])[N:15]=[C:14]([C:1]#[N:2])[N:13]=2)=[CH:7][CH:6]=1. The catalyst class is: 16. (5) Reactant: [CH2:1]([P:3]([CH2:6][CH:7]([C:9]#[N:10])[CH3:8])(=[O:5])[OH:4])[CH3:2].[CH2:11](O)[CH2:12][CH2:13][CH2:14][OH:15]. Product: [CH2:1]([P:3]([CH2:6][CH:7]([C:9]#[N:10])[CH3:8])(=[O:4])[O:5][CH2:11][CH2:12][CH2:13][CH2:14][OH:15])[CH3:2]. The catalyst class is: 11. (6) Reactant: Br[C:2]1[CH:3]=[CH:4][C:5]([N:16]2[CH2:20][CH:19]([CH3:21])[CH:18]([CH3:22])[CH2:17]2)=[C:6](/[CH:8]=[C:9](\[CH3:15])/[C:10]([O:12][CH2:13][CH3:14])=[O:11])[CH:7]=1.[CH2:23]([O:27][CH2:28][CH2:29][O:30][C:31]1[CH:36]=[CH:35][C:34](OB(O)O)=[CH:33][CH:32]=1)[CH2:24][CH2:25][CH3:26].C(=O)([O-])[O-].[K+].[K+]. Product: [CH2:23]([O:27][CH2:28][CH2:29][O:30][C:31]1[CH:32]=[CH:33][C:34]([C:2]2[CH:3]=[CH:4][C:5]([N:16]3[CH2:20][CH:19]([CH3:21])[CH:18]([CH3:22])[CH2:17]3)=[C:6](/[CH:8]=[C:9](\[CH3:15])/[C:10]([O:12][CH2:13][CH3:14])=[O:11])[CH:7]=2)=[CH:35][CH:36]=1)[CH2:24][CH2:25][CH3:26]. The catalyst class is: 460. (7) Reactant: [CH3:1][C:2]1[CH:3]=[C:4]([N:17]2[CH2:21][CH2:20][N:19]([CH2:22][C:23]3[CH:28]=[CH:27][C:26]([NH:29]C(=O)OCCCC)=[CH:25][CH:24]=3)[C:18]2=[O:37])[S:5][C:6]=1[C:7](=[O:16])[NH:8][CH2:9][C:10]1[CH:11]=[N:12][CH:13]=[CH:14][CH:15]=1.FC(F)(F)C(O)=O. Product: [NH2:29][C:26]1[CH:25]=[CH:24][C:23]([CH2:22][N:19]2[CH2:20][CH2:21][N:17]([C:4]3[S:5][C:6]([C:7]([NH:8][CH2:9][C:10]4[CH:11]=[N:12][CH:13]=[CH:14][CH:15]=4)=[O:16])=[C:2]([CH3:1])[CH:3]=3)[C:18]2=[O:37])=[CH:28][CH:27]=1. The catalyst class is: 4.